From a dataset of Buchwald-Hartwig C-N cross coupling reaction yields with 55,370 reactions. Predict the reaction yield, written as a fraction of the theoretical maximum amount of product (1.0 means a 100% yield; for example, 0.34 means a 34% yield). (1) The reactants are CCc1ccc(Br)cc1.Cc1ccc(N)cc1.O=S(=O)(O[Pd]1c2ccccc2-c2ccccc2N~1)C(F)(F)F.COc1ccc(OC)c(P(C(C)(C)C)C(C)(C)C)c1-c1c(C(C)C)cc(C(C)C)cc1C(C)C.CN1CCCN2CCCN=C12.CCOC(=O)c1cc(C)no1. No catalyst specified. The product is CCc1ccc(Nc2ccc(C)cc2)cc1. The yield is 0.724. (2) The reactants are Ic1ccccn1.Cc1ccc(N)cc1.O=S(=O)(O[Pd]1c2ccccc2-c2ccccc2N~1)C(F)(F)F.CC(C)c1cc(C(C)C)c(-c2ccccc2P(C2CCCCC2)C2CCCCC2)c(C(C)C)c1.CCN=P(N=P(N(C)C)(N(C)C)N(C)C)(N(C)C)N(C)C.Cc1cc(-n2cccc2)no1. No catalyst specified. The product is Cc1ccc(Nc2ccccn2)cc1. The yield is 0.224.